This data is from Catalyst prediction with 721,799 reactions and 888 catalyst types from USPTO. The task is: Predict which catalyst facilitates the given reaction. (1) Reactant: [Cl:1][C:2]1[CH:9]=[CH:8][CH:7]=[C:6]([Cl:10])[C:3]=1[CH:4]=O.C(O[BH-](OC(=O)C)OC(=O)C)(=O)C.[Na+].[C:25]([O:29][C:30](=[O:41])[CH2:31][C@@:32]1([C:38]([OH:40])=[O:39])[C@H:36]([CH3:37])[CH2:35][NH:34][CH2:33]1)([CH3:28])([CH3:27])[CH3:26].C(O)(=O)C. Product: [C:25]([O:29][C:30](=[O:41])[CH2:31][C@@:32]1([C:38]([OH:40])=[O:39])[C@H:36]([CH3:37])[CH2:35][N:34]([CH2:4][C:3]2[C:2]([Cl:1])=[CH:9][CH:8]=[CH:7][C:6]=2[Cl:10])[CH2:33]1)([CH3:26])([CH3:27])[CH3:28]. The catalyst class is: 72. (2) Reactant: [Cl:1][C:2]1[CH:3]=[C:4]2[C:9](=[CH:10][CH:11]=1)[CH:8]=[C:7]([S:12]([CH2:15][CH2:16][C:17]([N:19]1[CH2:24][CH2:23][NH:22][CH2:21][CH2:20]1)=[O:18])(=[O:14])=[O:13])[CH:6]=[CH:5]2.Cl.Cl[CH2:27][C:28]1[N:29]=[C:30]([NH2:33])[S:31][CH:32]=1.C(=O)([O-])[O-].[K+].[K+]. Product: [Cl:1][C:2]1[CH:3]=[C:4]2[C:9](=[CH:10][CH:11]=1)[CH:8]=[C:7]([S:12]([CH2:15][CH2:16][C:17]([N:19]1[CH2:20][CH2:21][N:22]([CH2:27][C:28]3[N:29]=[C:30]([NH2:33])[S:31][CH:32]=3)[CH2:23][CH2:24]1)=[O:18])(=[O:14])=[O:13])[CH:6]=[CH:5]2. The catalyst class is: 10. (3) Reactant: [CH:1]([C:4]1[CH:9]=[CH:8][CH:7]=[C:6]([C:10]2[CH:15]=[CH:14][CH:13]=[CH:12][CH:11]=2)[C:5]=1[O:16]C)([CH3:3])[CH3:2].O. Product: [CH:1]([C:4]1[CH:9]=[CH:8][CH:7]=[C:6]([C:10]2[CH:15]=[CH:14][CH:13]=[CH:12][CH:11]=2)[C:5]=1[OH:16])([CH3:3])[CH3:2]. The catalyst class is: 27. (4) Reactant: C(OC([N:8]1[CH2:12][C@@H:11]([CH2:13][N:14]([CH:31]([CH3:33])[CH3:32])[C:15](=[O:30])[C:16]2[CH:21]=[CH:20][C:19]([O:22][CH3:23])=[C:18]([O:24][CH2:25][CH2:26][CH2:27][O:28][CH3:29])[CH:17]=2)[C@H:10]([CH2:34][CH:35]([C:38](=[O:49])[N:39]([CH2:42][C:43]2[CH:48]=[CH:47][CH:46]=[CH:45][CH:44]=2)[CH2:40][CH3:41])[CH2:36][CH3:37])[CH2:9]1)=O)(C)(C)C.CC#N.O. Product: [CH2:42]([N:39]([CH2:40][CH3:41])[C:38]([CH:35]([CH2:36][CH3:37])[CH2:34][C@@H:10]1[CH2:9][NH:8][CH2:12][C@H:11]1[CH2:13][N:14]([CH:31]([CH3:32])[CH3:33])[C:15](=[O:30])[C:16]1[CH:21]=[CH:20][C:19]([O:22][CH3:23])=[C:18]([O:24][CH2:25][CH2:26][CH2:27][O:28][CH3:29])[CH:17]=1)=[O:49])[C:43]1[CH:48]=[CH:47][CH:46]=[CH:45][CH:44]=1. The catalyst class is: 23.